Predict which catalyst facilitates the given reaction. From a dataset of Catalyst prediction with 721,799 reactions and 888 catalyst types from USPTO. (1) Reactant: [N+:1]([C:4]1[CH:9]=[CH:8][C:7]([NH:10][C:11]([NH:13][CH2:14][C:15]([OH:17])=O)=[O:12])=[CH:6][CH:5]=1)([O-:3])=[O:2].Cl. Product: [N+:1]([C:4]1[CH:5]=[CH:6][C:7]([N:10]2[C:15](=[O:17])[CH2:14][NH:13][C:11]2=[O:12])=[CH:8][CH:9]=1)([O-:3])=[O:2]. The catalyst class is: 6. (2) Reactant: C(OC([N:8]1[CH2:13][CH2:12][CH:11]([C:14]2[O:15][C:16]([C:26]3[CH:31]=[CH:30][CH:29]=[CH:28][CH:27]=3)=[C:17]([C:19]3[CH:24]=[CH:23][C:22]([F:25])=[CH:21][CH:20]=3)[N:18]=2)[CH2:10][CH2:9]1)=O)(C)(C)C.FC(F)(F)C(O)=O. Product: [F:25][C:22]1[CH:23]=[CH:24][C:19]([C:17]2[N:18]=[C:14]([CH:11]3[CH2:12][CH2:13][NH:8][CH2:9][CH2:10]3)[O:15][C:16]=2[C:26]2[CH:31]=[CH:30][CH:29]=[CH:28][CH:27]=2)=[CH:20][CH:21]=1. The catalyst class is: 4. (3) Product: [Cl:1][C:2]1[CH2:6][C:5]([CH3:7])([CH3:8])[CH2:4][C:3]=1/[CH:9]=[CH:16]/[C:14]([O:13][CH2:11][CH3:12])=[O:15]. Reactant: [Cl:1][C:2]1[CH2:6][C:5]([CH3:8])([CH3:7])[CH2:4][C:3]=1[CH:9]=O.[CH2:11]([O:13][C:14]([CH:16]=P(C1C=CC=CC=1)(C1C=CC=CC=1)C1C=CC=CC=1)=[O:15])[CH3:12]. The catalyst class is: 48. (4) Reactant: [O:1]1[CH2:6][CH2:5][N:4]([S:7]([C:10]2[CH:19]=[CH:18][C:13]([C:14](OC)=[O:15])=[CH:12][CH:11]=2)(=[O:9])=[O:8])[CH2:3][CH2:2]1.[NH2:20][NH2:21]. Product: [O:1]1[CH2:6][CH2:5][N:4]([S:7]([C:10]2[CH:19]=[CH:18][C:13]([C:14]([NH:20][NH2:21])=[O:15])=[CH:12][CH:11]=2)(=[O:9])=[O:8])[CH2:3][CH2:2]1. The catalyst class is: 5. (5) Reactant: [CH2:1]([C:5]1[CH:10]=[CH:9][C:8]([C:11]#[C:12][C:13]2[CH:41]=[CH:40][C:16]([CH2:17][N:18]([CH2:27][C:28]3[CH:39]=[CH:38][C:31]([O:32][CH2:33][C:34]([O:36]C)=[O:35])=[CH:30][CH:29]=3)[C:19](=[O:26])[CH2:20][O:21][CH2:22][CH2:23][O:24][CH3:25])=[CH:15][CH:14]=2)=[CH:7][CH:6]=1)[CH2:2][CH2:3][CH3:4].[OH-].[Na+]. Product: [CH2:1]([C:5]1[CH:10]=[CH:9][C:8]([C:11]#[C:12][C:13]2[CH:41]=[CH:40][C:16]([CH2:17][N:18]([CH2:27][C:28]3[CH:29]=[CH:30][C:31]([O:32][CH2:33][C:34]([OH:36])=[O:35])=[CH:38][CH:39]=3)[C:19](=[O:26])[CH2:20][O:21][CH2:22][CH2:23][O:24][CH3:25])=[CH:15][CH:14]=2)=[CH:7][CH:6]=1)[CH2:2][CH2:3][CH3:4]. The catalyst class is: 92. (6) Reactant: CO[C:3]([CH:5]1[C:13]2[C:8](=[CH:9][C:10]([Br:16])=[C:11]([O:14][CH3:15])[CH:12]=2)[NH:7][C:6]1([CH2:18]Br)C)=[O:4].[ClH:20].[CH3:21][O:22][C:23]1[CH:28]=[CH:27][C:26]([NH2:29])=[CH:25][C:24]=1[O:30][CH2:31][CH2:32][N:33]1[CH2:38][CH2:37][CH2:36][CH2:35][CH2:34]1.[C:39]([O-])(O)=O.[Na+].C[Al](C)C. Product: [ClH:20].[Br:16][C:10]1[C:11]([O:14][CH3:15])=[CH:12][C:13]2[C:5]3[C:3](=[O:4])[N:29]([C:26]4[CH:27]=[CH:28][C:23]([O:22][CH3:21])=[C:24]([O:30][CH2:31][CH2:32][N:33]5[CH2:38][CH2:37][CH2:36][CH2:35][CH2:34]5)[CH:25]=4)[CH2:18][C:6]=3[N:7]([CH3:39])[C:8]=2[CH:9]=1. The catalyst class is: 85. (7) Reactant: C(OC([N:8]1[CH2:13][CH2:12][C:11]([C:24]2[CH:29]=[CH:28][C:27]([C:30]3[C:31]([CH3:41])=[N:32][N:33](S(=O)(=O)N(C)C)[CH:34]=3)=[CH:26][CH:25]=2)([CH2:14][O:15][C:16]2[CH:21]=[CH:20][CH:19]=[C:18]([O:22][CH3:23])[CH:17]=2)[CH2:10][CH2:9]1)=O)(C)(C)C.C(=O)(O)[O-].[Na+]. Product: [CH3:23][O:22][C:18]1[CH:17]=[C:16]([CH:21]=[CH:20][CH:19]=1)[O:15][CH2:14][C:11]1([C:24]2[CH:29]=[CH:28][C:27]([C:30]3[C:31]([CH3:41])=[N:32][NH:33][CH:34]=3)=[CH:26][CH:25]=2)[CH2:10][CH2:9][NH:8][CH2:13][CH2:12]1. The catalyst class is: 240.